From a dataset of Full USPTO retrosynthesis dataset with 1.9M reactions from patents (1976-2016). Predict the reactants needed to synthesize the given product. (1) Given the product [CH3:45][C:14]1[NH:13][C:21]2[C:16]([CH:15]=1)=[C:17]([C:22]1[CH:27]=[C:55]([OH:52])[CH:56]=[C:24]([NH:38][C:43]3[CH:1]=[N:44][CH:40]=[CH:41][CH:42]=3)[CH:23]=1)[CH:18]=[CH:19][CH:20]=2, predict the reactants needed to synthesize it. The reactants are: [C:1]1(O)C=CC=CC=1.C([Si](C)(C)[N:13]1[C:21]2[C:16](=[C:17]([C:22]3[CH:23]=[C:24]([N:38]4[CH:43]=[CH:42][CH:41]=[C:40]([NH2:44])C4)C=C(OCC4C=CC(OC)=CC=4)[CH:27]=3)[CH:18]=[CH:19][CH:20]=2)[CH:15]=[C:14]1[CH3:45])(C)(C)C.B(F)(F)F.[O:52]([CH2:55][CH3:56])CC. (2) Given the product [Br:24][CH2:17][CH2:16][CH2:15][C:12]1[CH:13]=[CH:14][C:9]([O:8][CH2:7][C@@H:5]2[CH2:4][O:3][C:2]([CH3:23])([CH3:1])[O:6]2)=[CH:10][CH:11]=1, predict the reactants needed to synthesize it. The reactants are: [CH3:1][C:2]1([CH3:23])[O:6][C@H:5]([CH2:7][O:8][C:9]2[CH:14]=[CH:13][C:12]([CH2:15][CH2:16][CH2:17]OS(C)(=O)=O)=[CH:11][CH:10]=2)[CH2:4][O:3]1.[Br-:24].[Li+]. (3) The reactants are: Cl[CH2:2][CH2:3][CH2:4][CH:5]([C:13]1[CH:18]=[CH:17][C:16]([F:19])=[CH:15][CH:14]=1)[C:6]1[CH:11]=[CH:10][C:9]([F:12])=[CH:8][CH:7]=1.[CH3:20][CH:21]([CH3:37])[C:22]([NH:24][C:25]1[CH:30]=[CH:29][CH:28]=[CH:27][C:26]=1[CH:31]1[CH2:36][CH2:35][NH:34][CH2:33][CH2:32]1)=[O:23]. Given the product [F:12][C:9]1[CH:10]=[CH:11][C:6]([CH:5]([C:13]2[CH:18]=[CH:17][C:16]([F:19])=[CH:15][CH:14]=2)[CH2:4][CH2:3][CH2:2][N:34]2[CH2:35][CH2:36][CH:31]([C:26]3[CH:27]=[CH:28][CH:29]=[CH:30][C:25]=3[NH:24][C:22](=[O:23])[CH:21]([CH3:20])[CH3:37])[CH2:32][CH2:33]2)=[CH:7][CH:8]=1, predict the reactants needed to synthesize it. (4) Given the product [CH2:1]([C@@H:3]1[O:7][C:6]([C:8]2[NH:12][C:11]([C:13]3[CH:29]=[C:28]([CH:27]=[C:15]([O:16][C:17]4[CH:22]=[N:21][C:20]([S:23]([CH3:26])(=[O:25])=[O:24])=[CH:19][N:18]=4)[CH:14]=3)[O:30][C@@H:31]([CH3:35])[CH2:32][OH:33])=[CH:10][CH:9]=2)=[N:5][CH2:4]1)[CH3:2], predict the reactants needed to synthesize it. The reactants are: [CH2:1]([C@@H:3]1[O:7][C:6]([C:8]2[NH:12][C:11]([C:13]3[CH:14]=[C:15]([CH:27]=[C:28]([O:30][C@@H:31]([CH3:35])[CH2:32][O:33]C)[CH:29]=3)[O:16][C:17]3[CH:22]=[N:21][C:20]([S:23]([CH3:26])(=[O:25])=[O:24])=[CH:19][N:18]=3)=[CH:10][CH:9]=2)=[N:5][CH2:4]1)[CH3:2].B(Br)(Br)Br.C(=O)([O-])O.[Na+]. (5) Given the product [NH2:1][C:2]1[CH:3]=[C:4]([O:13][CH3:14])[CH:5]=[C:6]2[C:11]=1[N:10]=[CH:9][C:8]([I:15])=[CH:7]2, predict the reactants needed to synthesize it. The reactants are: [NH2:1][C:2]1[CH:3]=[C:4]([O:13][CH3:14])[CH:5]=[C:6]2[C:11]=1[N:10]=[CH:9][C:8](Br)=[CH:7]2.[I-:15].[Na+].CNCCNC. (6) Given the product [CH3:1][O:2][C:3]([C:4]1([CH3:7])[CH2:5][O:6][C:19]([CH3:21])([CH3:20])[N:8]1[C:9]([O:11][C:12]([CH3:15])([CH3:14])[CH3:13])=[O:10])=[O:16], predict the reactants needed to synthesize it. The reactants are: [CH3:1][O:2][C:3](=[O:16])[C:4]([NH:8][C:9]([O:11][C:12]([CH3:15])([CH3:14])[CH3:13])=[O:10])([CH3:7])[CH2:5][OH:6].CO[C:19](OC)([CH3:21])[CH3:20].B(F)(F)F.O(CC)CC. (7) Given the product [C:13]([C:12]1[CH:15]=[CH:16][C:9]([C:5]2[CH:4]=[C:3]([CH2:1][NH:23][S:20]([CH3:19])(=[O:22])=[O:21])[CH:8]=[N:7][CH:6]=2)=[CH:10][C:11]=1[O:17][CH3:18])#[N:14], predict the reactants needed to synthesize it. The reactants are: [CH:1]([C:3]1[CH:4]=[C:5]([C:9]2[CH:16]=[CH:15][C:12]([C:13]#[N:14])=[C:11]([O:17][CH3:18])[CH:10]=2)[CH:6]=[N:7][CH:8]=1)=O.[CH3:19][S:20]([NH2:23])(=[O:22])=[O:21].[BH-](OC(C)=O)(OC(C)=O)OC(C)=O.[Na+]. (8) Given the product [CH2:28]([N:35]([CH2:36][CH3:37])[C:25](=[O:27])[CH2:24][N:14]([S:11]([C:8]1[CH:9]=[CH:10][C:5]([C:1]([CH3:2])([CH3:4])[CH3:3])=[CH:6][CH:7]=1)(=[O:13])=[O:12])[C:15]1[CH:20]=[CH:19][CH:18]=[C:17]([N:21]([CH3:22])[CH3:23])[CH:16]=1)[C:29]1[CH:34]=[CH:33][CH:32]=[CH:31][CH:30]=1, predict the reactants needed to synthesize it. The reactants are: [C:1]([C:5]1[CH:10]=[CH:9][C:8]([S:11]([N:14]([CH2:24][C:25]([OH:27])=O)[C:15]2[CH:20]=[CH:19][CH:18]=[C:17]([N:21]([CH3:23])[CH3:22])[CH:16]=2)(=[O:13])=[O:12])=[CH:7][CH:6]=1)([CH3:4])([CH3:3])[CH3:2].[CH2:28]([NH:35][CH2:36][CH3:37])[C:29]1[CH:34]=[CH:33][CH:32]=[CH:31][CH:30]=1. (9) Given the product [C:38]([NH:37][C:35]1[S:36][C:32]2[C:31]([C:43]#[N:44])=[C:30]([O:29][C:28]3[CH:27]=[C:26]([NH:25][C:9](=[O:11])[C:8]([C:4]4[CH:5]=[CH:6][CH:7]=[C:2]([Br:1])[CH:3]=4)([CH3:13])[CH3:12])[CH:47]=[CH:46][CH:45]=3)[CH:42]=[CH:41][C:33]=2[N:34]=1)(=[O:40])[CH3:39], predict the reactants needed to synthesize it. The reactants are: [Br:1][C:2]1[CH:3]=[C:4]([C:8]([CH3:13])([CH3:12])[C:9]([OH:11])=O)[CH:5]=[CH:6][CH:7]=1.C(Cl)(=O)C(Cl)=O.CN(C)C=O.[NH2:25][C:26]1[CH:27]=[C:28]([CH:45]=[CH:46][CH:47]=1)[O:29][C:30]1[CH:42]=[CH:41][C:33]2[N:34]=[C:35]([NH:37][C:38](=[O:40])[CH3:39])[S:36][C:32]=2[C:31]=1[C:43]#[N:44].